From a dataset of Forward reaction prediction with 1.9M reactions from USPTO patents (1976-2016). Predict the product of the given reaction. Given the reactants [CH2:1]([C@@H:6]1[CH2:8][C@H:7]1[O:9][C:10]([NH:12][C@@H:13]([CH:18]1[CH2:23][CH2:22][O:21][CH2:20][CH2:19]1)[C:14]([O:16]C)=[O:15])=[O:11])[CH2:2][CH2:3][C:4]#[CH:5].O.[OH-].[Li+].OS([O-])(=O)=O.[K+], predict the reaction product. The product is: [CH2:1]([C@@H:6]1[CH2:8][C@H:7]1[O:9][C:10]([NH:12][C@@H:13]([CH:18]1[CH2:23][CH2:22][O:21][CH2:20][CH2:19]1)[C:14]([OH:16])=[O:15])=[O:11])[CH2:2][CH2:3][C:4]#[CH:5].